From a dataset of Retrosynthesis with 50K atom-mapped reactions and 10 reaction types from USPTO. Predict the reactants needed to synthesize the given product. (1) Given the product Cc1nc(I)ccc1Oc1ccnc(Cl)c1, predict the reactants needed to synthesize it. The reactants are: Cc1nc(I)ccc1O.Clc1ccnc(Cl)c1. (2) Given the product CCOc1cc(NCCSCc2[nH]cnc2C)nc2ccccc12, predict the reactants needed to synthesize it. The reactants are: CCOc1cc(Cl)nc2ccccc12.Cc1nc[nH]c1CSCCN. (3) Given the product Clc1ccccc1-c1csc(Nc2ccc(OCc3nnn[nH]3)cc2)n1, predict the reactants needed to synthesize it. The reactants are: N#CCOc1ccc(Nc2nc(-c3ccccc3Cl)cs2)cc1.[N-]=[N+]=[N-]. (4) Given the product CCc1cc(NC(=O)OC(C)(C)C)c(NC(=O)CC(=O)c2cccc(-c3ccnc(C#N)c3)c2)cc1C(F)(F)F, predict the reactants needed to synthesize it. The reactants are: CC(C)(C)OC(=O)CC(=O)c1cccc(-c2ccnc(C#N)c2)c1.CCc1cc(NC(=O)OC(C)(C)C)c(N)cc1C(F)(F)F. (5) Given the product Cc1oc(-c2ccc(C(=O)O)cc2)nc1CS(=O)(=O)C1CCCCC1, predict the reactants needed to synthesize it. The reactants are: COC(=O)c1ccc(-c2nc(CS(=O)(=O)C3CCCCC3)c(C)o2)cc1. (6) Given the product CC1(C)COC(CNc2nc(-c3cc(N)ncc3Cl)ccc2F)CO1, predict the reactants needed to synthesize it. The reactants are: CC1(C)COC(CNc2nc(-c3cc(F)ncc3Cl)ccc2F)CO1.[NH4+]. (7) Given the product C=CCc1cc(OC)c(O)c(-c2cccc(-c3cccc(-c4cc(OC)ccc4O)n3)n2)c1, predict the reactants needed to synthesize it. The reactants are: C=CCc1cc(OC)c(O)c(B(O)O)c1.COc1ccc(O)c(-c2cccc(-c3cccc(Br)n3)n2)c1. (8) Given the product Nc1nc2c(s1)CCC2, predict the reactants needed to synthesize it. The reactants are: NC(N)=S.O=C1CCCC1Cl. (9) Given the product Cc1cc(NC(=O)c2cc(C)nn2C)cc(Oc2ccc3nc(NC(=O)C4CC4)nn3c2)c1, predict the reactants needed to synthesize it. The reactants are: Cc1cc(NC(=O)c2cc(C)nn2C)cc(Oc2ccc3nc(N)nn3c2)c1.O=C(Cl)C1CC1. (10) Given the product ON=Cc1ccc2ncc(Cl)cc2c1, predict the reactants needed to synthesize it. The reactants are: NO.O=Cc1ccc2ncc(Cl)cc2c1.